From a dataset of Reaction yield outcomes from USPTO patents with 853,638 reactions. Predict the reaction yield, written as a fraction of the theoretical maximum amount of product (1.0 means a 100% yield; for example, 0.34 means a 34% yield). (1) The reactants are [C:1]1([C@H:7]([NH:9][C:10]2[CH2:15][CH2:14][N:13]([C:16]([O:18][C:19]([CH3:22])([CH3:21])[CH3:20])=[O:17])[CH2:12][C:11]=2[C:23]([O:25][CH2:26][CH3:27])=[O:24])[CH3:8])[CH:6]=[CH:5][CH:4]=[CH:3][CH:2]=1.C(#N)C.[BH-](OC(C)=O)(OC(C)=O)OC(C)=O.[Na+]. The catalyst is C(O)(=O)C. The product is [C:1]1([C@H:7]([NH:9][C@@H:10]2[CH2:15][CH2:14][N:13]([C:16]([O:18][C:19]([CH3:22])([CH3:20])[CH3:21])=[O:17])[CH2:12][C@@H:11]2[C:23]([O:25][CH2:26][CH3:27])=[O:24])[CH3:8])[CH:6]=[CH:5][CH:4]=[CH:3][CH:2]=1. The yield is 0.410. (2) The reactants are [CH:1]1([C:6](Cl)=[O:7])[CH2:5][CH2:4][CH2:3][CH2:2]1.[C:9]1(=[O:18])[O:17][C:14]([CH3:16])([CH3:15])[O:13][C:11](=[O:12])[CH2:10]1.N1C=CC=CC=1. The catalyst is C(Cl)Cl. The product is [CH:1]1([C:6]([CH:10]2[C:9](=[O:18])[O:17][C:14]([CH3:16])([CH3:15])[O:13][C:11]2=[O:12])=[O:7])[CH2:5][CH2:4][CH2:3][CH2:2]1. The yield is 0.970. (3) The reactants are Br[C:2]1[CH:3]=[C:4]2[C:9](=[CH:10][CH:11]=1)[N:8]=[C:7]([CH3:12])[C:6]([C:13](=[O:18])[C:14]([F:17])([F:16])[F:15])=[C:5]2[C:19]1[CH:24]=[CH:23][CH:22]=[CH:21][CH:20]=1.[CH3:25][N:26]1[CH2:31][CH2:30][NH:29][CH2:28][CH2:27]1. No catalyst specified. The product is [F:15][C:14]([F:17])([F:16])[C:13]([C:6]1[C:7]([CH3:12])=[N:8][C:9]2[C:4]([C:5]=1[C:19]1[CH:24]=[CH:23][CH:22]=[CH:21][CH:20]=1)=[CH:3][C:2]([N:29]1[CH2:30][CH2:31][N:26]([CH3:25])[CH2:27][CH2:28]1)=[CH:11][CH:10]=2)=[O:18]. The yield is 0.730. (4) The yield is 0.810. The catalyst is C(OCC)(=O)C. The product is [Cl:25][C:26]1[CH:31]=[C:30]([Cl:32])[CH:29]=[CH:28][C:27]=1[O:33][C:2]1[N:7]=[C:6]([O:8][CH3:9])[N:5]=[C:4]([NH:10][C:11]2[CH:16]=[CH:15][C:14]([N:17]3[CH:21]=[C:20]([CH3:22])[N:19]=[CH:18]3)=[C:13]([O:23][CH3:24])[CH:12]=2)[N:3]=1. The reactants are Cl[C:2]1[N:7]=[C:6]([O:8][CH3:9])[N:5]=[C:4]([NH:10][C:11]2[CH:16]=[CH:15][C:14]([N:17]3[CH:21]=[C:20]([CH3:22])[N:19]=[CH:18]3)=[C:13]([O:23][CH3:24])[CH:12]=2)[N:3]=1.[Cl:25][C:26]1[CH:31]=[C:30]([Cl:32])[CH:29]=[CH:28][C:27]=1[OH:33]. (5) The yield is 0.370. The reactants are Cl[CH2:2][CH2:3][C:4]([C:6]1[S:10][C:9]2[CH2:11][C:12]([CH3:15])([CH3:14])[CH2:13][C:8]=2[CH:7]=1)=[O:5].S(=O)(=O)(O)O.P([O-])([O-])(O)=O.[K+].[K+].C(OCC)(=O)C. The product is [CH3:14][C:12]1([CH3:15])[CH2:13][C:8]2[C:7]3[CH2:2][CH2:3][C:4](=[O:5])[C:6]=3[S:10][C:9]=2[CH2:11]1. The catalyst is O. (6) The reactants are [CH2:1]([O:3][C:4](=[O:30])[CH:5]([C:20]1[CH:25]=[CH:24][C:23]([O:26][CH3:27])=[C:22]([O:28][CH3:29])[CH:21]=1)[CH2:6][NH:7][C:8](=O)[CH2:9][C:10]1[CH:15]=[C:14]([CH3:16])[CH:13]=[C:12]([O:17][CH3:18])[CH:11]=1)[CH3:2].P(Cl)(Cl)(Cl)(Cl)Cl.C(=O)(O)[O-].[Na+]. The catalyst is C(Cl)Cl. The product is [CH2:1]([O:3][C:4]([CH:5]1[C:20]2[C:25](=[CH:24][C:23]([O:26][CH3:27])=[C:22]([O:28][CH3:29])[CH:21]=2)[C:8]([CH2:9][C:10]2[CH:15]=[C:14]([CH3:16])[CH:13]=[C:12]([O:17][CH3:18])[CH:11]=2)=[N:7][CH2:6]1)=[O:30])[CH3:2]. The yield is 0.970. (7) The reactants are [Cl:1][C:2]1[CH:10]=[C:9]2[C:5]([CH:6]=[CH:7][NH:8]2)=[CH:4][C:3]=1B1OCC(C)(C)CO1.[C:19](=O)([O-])[O-:20].[K+].[K+].Br[C:26]1[CH:31]=[CH:30][C:29]([CH2:32][CH2:33][OH:34])=[CH:28][CH:27]=1.O. The catalyst is O1CCOCC1.CN(C=O)C.C1C=CC(P(C2C=CC=CC=2)[C-]2C=CC=C2)=CC=1.C1C=CC(P(C2C=CC=CC=2)[C-]2C=CC=C2)=CC=1.Cl[Pd]Cl.[Fe+2]. The product is [Cl:1][C:2]1[CH:10]=[C:9]2[C:5]([C:6]([CH:19]=[O:20])=[CH:7][NH:8]2)=[CH:4][C:3]=1[C:26]1[CH:31]=[CH:30][C:29]([CH2:32][CH2:33][OH:34])=[CH:28][CH:27]=1. The yield is 0.680. (8) The reactants are Cl.C(N=C=NCCCN(C)C)C.[Cl:13][C:14]1[CH:32]=[C:31]([Cl:33])[CH:30]=[CH:29][C:15]=1[CH2:16][N:17]1[C:21]([CH3:22])=[CH:20][C:19]([CH3:23])=[C:18]1/[CH:24]=[CH:25]/[C:26]([OH:28])=O.[CH2:34]([S:39]([NH2:42])(=[O:41])=[O:40])[CH2:35][CH2:36][CH2:37][CH3:38].Cl. The catalyst is CN(C)C1C=CN=CC=1.C(#N)C. The product is [Cl:13][C:14]1[CH:32]=[C:31]([Cl:33])[CH:30]=[CH:29][C:15]=1[CH2:16][N:17]1[C:21]([CH3:22])=[CH:20][C:19]([CH3:23])=[C:18]1/[CH:24]=[CH:25]/[C:26]([NH:42][S:39]([CH2:34][CH2:35][CH2:36][CH2:37][CH3:38])(=[O:41])=[O:40])=[O:28]. The yield is 0.530. (9) The reactants are [OH-:1].[Na+:2].CC([OH:6])C.[CH:7]1[N:11]=[CH:10][N:9]([CH2:12][C:13]([P:19]([OH:22])([OH:21])=[O:20])([P:15]([OH:18])([OH:17])=[O:16])[OH:14])[CH:8]=1. The catalyst is O. The product is [CH:7]1[N:11]=[CH:10][N:9]([CH2:12][C:13]([P:15]([O-:18])([OH:17])=[O:16])([P:19]([O-:21])([OH:22])=[O:20])[OH:14])[CH:8]=1.[OH2:6].[OH2:1].[OH2:6].[OH2:6].[Na+:2].[Na+:2]. The yield is 0.910.